Dataset: Reaction yield outcomes from USPTO patents with 853,638 reactions. Task: Predict the reaction yield, written as a fraction of the theoretical maximum amount of product (1.0 means a 100% yield; for example, 0.34 means a 34% yield). (1) The reactants are CO[C:3]1[CH:8]=[C:7](OC)[CH:6]=[CH:5][C:4]=1[CH2:11][N:12]1[C:17]([OH:18])=[C:16]([C:19]([O:21][CH2:22][CH3:23])=[O:20])[C:15](=[O:24])[N:14](CC2C=CC=CC=2)[C:13]1=[O:32]. The catalyst is S(=O)(=O)(O)O.O. The product is [OH:24][C:15]1[NH:14][C:13](=[O:32])[N:12]([CH2:11][C:4]2[CH:5]=[CH:6][CH:7]=[CH:8][CH:3]=2)[C:17](=[O:18])[C:16]=1[C:19]([O:21][CH2:22][CH3:23])=[O:20]. The yield is 0.620. (2) The catalyst is O. The reactants are [CH3:1][CH2:2][OH:3].[K].Cl[C:6]1[C:7]([C:16]([F:19])([F:18])[F:17])=[CH:8][C:9]([N+:13]([O-:15])=[O:14])=[C:10]([NH2:12])[CH:11]=1.Cl. The yield is 0.960. The product is [CH2:2]([O:3][C:6]1[C:7]([C:16]([F:17])([F:19])[F:18])=[CH:8][C:9]([N+:13]([O-:15])=[O:14])=[C:10]([NH2:12])[CH:11]=1)[CH3:1]. (3) The reactants are C1COCC1.[NH2:6][C:7]1[C:12]2=[C:13]([C:27]3[CH:32]=[CH:31][C:30]([NH:33][C:34]([NH:36][C:37]4[CH:42]=[C:41]([C:43]([F:46])([F:45])[F:44])[CH:40]=[CH:39][N:38]=4)=[O:35])=[CH:29][CH:28]=3)[C:14]([C:16]([NH:18][C@H:19]([C:22]([O:24][CH2:25][CH3:26])=[O:23])[CH2:20]O)=[O:17])=[CH:15][N:11]2[N:10]=[CH:9][N:8]=1.CCN(S(F)(F)F)CC.C([O-])([O-])=O.[K+].[K+]. The catalyst is CCOC(C)=O.C(Cl)Cl.CCOC(C)=O.CO. The product is [NH2:6][C:7]1[C:12]2=[C:13]([C:27]3[CH:28]=[CH:29][C:30]([NH:33][C:34]([NH:36][C:37]4[CH:42]=[C:41]([C:43]([F:45])([F:46])[F:44])[CH:40]=[CH:39][N:38]=4)=[O:35])=[CH:31][CH:32]=3)[C:14]([C:16]3[O:17][CH2:20][CH:19]([C:22]([O:24][CH2:25][CH3:26])=[O:23])[N:18]=3)=[CH:15][N:11]2[N:10]=[CH:9][N:8]=1. The yield is 0.180.